This data is from Forward reaction prediction with 1.9M reactions from USPTO patents (1976-2016). The task is: Predict the product of the given reaction. (1) Given the reactants [CH3:1][C:2]1[CH:3]=[C:4](/[CH:8]=[CH:9]/[C:10]([OH:12])=[O:11])[CH:5]=[CH:6][CH:7]=1, predict the reaction product. The product is: [CH3:1][CH:2]1[CH2:7][CH2:6][CH2:5][CH:4]([CH2:8][CH2:9][C:10]([OH:12])=[O:11])[CH2:3]1. (2) Given the reactants [Cl:1][C:2]1[C:11]2[C:6](=[CH:7][CH:8]=[C:9]([CH:12]([C:14]3[C:15]([CH3:21])=[N:16][C:17](C)=[CH:18]C=3)[OH:13])[CH:10]=2)[N:5]=[C:4]([O:22][CH3:23])[C:3]=1[CH2:24][C:25]1[CH:30]=[CH:29][C:28]([C:31]([F:34])([F:33])[F:32])=[CH:27][CH:26]=1.C([Li])CCC.CC1[O:42]C(C=O)=C(C)N=1, predict the reaction product. The product is: [Cl:1][C:2]1[C:11]2[C:6](=[CH:7][CH:8]=[C:9]([CH:12]([C:14]3[O:42][C:17]([CH3:18])=[N:16][C:15]=3[CH3:21])[OH:13])[CH:10]=2)[N:5]=[C:4]([O:22][CH3:23])[C:3]=1[CH2:24][C:25]1[CH:30]=[CH:29][C:28]([C:31]([F:34])([F:33])[F:32])=[CH:27][CH:26]=1. (3) Given the reactants [OH:1][CH:2]([C:6]1[CH:11]=[CH:10][C:9]([C:12]2[N:16]=[C:15]([C:17]3[O:21][N:20]=[C:19]([C:22]4[CH:27]=[CH:26][CH:25]=[CH:24][CH:23]=4)[C:18]=3[C:28]([F:31])([F:30])[F:29])[O:14][N:13]=2)=[CH:8][CH:7]=1)[C:3](O)=[O:4].CN1CCOCC1.[O:39]1[CH2:44][CH2:43][CH:42]([NH2:45])[CH2:41][CH2:40]1.F[P-](F)(F)(F)(F)F.N1(O[P+](N(C)C)(N(C)C)N(C)C)C2C=CC=CC=2N=N1, predict the reaction product. The product is: [OH:1][CH:2]([C:6]1[CH:7]=[CH:8][C:9]([C:12]2[N:16]=[C:15]([C:17]3[O:21][N:20]=[C:19]([C:22]4[CH:27]=[CH:26][CH:25]=[CH:24][CH:23]=4)[C:18]=3[C:28]([F:31])([F:30])[F:29])[O:14][N:13]=2)=[CH:10][CH:11]=1)[C:3]([NH:45][CH:42]1[CH2:43][CH2:44][O:39][CH2:40][CH2:41]1)=[O:4]. (4) The product is: [C:3]([O:6][C@@H:7]1[C@@H:12]([O:13][C:14](=[O:16])[CH3:15])[C@H:11]([O:17][C:18](=[O:20])[CH3:19])[C@@H:10]([CH2:21][O:22][C:23](=[O:25])[CH3:24])[O:9][C@H:8]1[C:26]1[CH:31]=[C:30]([CH2:32][C:33]2[S:34][C:35]3[CH:41]=[CH:40][CH:39]=[CH:38][C:36]=3[CH:37]=2)[CH:29]=[CH:28][C:27]=1[O:42][CH2:44][C@@H:45]1[CH2:49][O:48][C:47]([CH3:51])([CH3:50])[O:46]1)(=[O:5])[CH3:4]. Given the reactants [H-].[Na+].[C:3]([O:6][C@@H:7]1[C@@H:12]([O:13][C:14](=[O:16])[CH3:15])[C@H:11]([O:17][C:18](=[O:20])[CH3:19])[C@@H:10]([CH2:21][O:22][C:23](=[O:25])[CH3:24])[O:9][C@H:8]1[C:26]1[CH:31]=[C:30]([CH2:32][C:33]2[S:34][C:35]3[CH:41]=[CH:40][CH:39]=[CH:38][C:36]=3[CH:37]=2)[CH:29]=[CH:28][C:27]=1[OH:42])(=[O:5])[CH3:4].Cl[CH2:44][C@@H:45]1[CH2:49][O:48][C:47]([CH3:51])([CH3:50])[O:46]1, predict the reaction product. (5) Given the reactants [N+:1]([C:4]1[CH:5]=[C:6](B(O)O)[CH:7]=[CH:8][CH:9]=1)([O-:3])=[O:2].Br[C:14]1[CH:15]=[N:16][CH:17]=[CH:18][CH:19]=1.C(=O)([O-])[O-].[K+].[K+].C(O)CCO, predict the reaction product. The product is: [N+:1]([C:4]1[CH:5]=[C:6]([C:14]2[CH:15]=[N:16][CH:17]=[CH:18][CH:19]=2)[CH:7]=[CH:8][CH:9]=1)([O-:3])=[O:2].